From a dataset of Reaction yield outcomes from USPTO patents with 853,638 reactions. Predict the reaction yield, written as a fraction of the theoretical maximum amount of product (1.0 means a 100% yield; for example, 0.34 means a 34% yield). (1) The reactants are [Br:1][C:2]1[CH:3]=[C:4]([F:13])[C:5]2[O:10][CH2:9][C:8](=[O:11])[NH:7][C:6]=2[CH:12]=1.C([O-])([O-])=O.[Cs+].[Cs+].[Cl:20][CH2:21][CH2:22][CH2:23]I. The catalyst is CCCCCCC.CCOC(C)=O. The product is [Br:1][C:2]1[CH:3]=[C:4]([F:13])[C:5]2[O:10][CH2:9][C:8](=[O:11])[N:7]([CH2:23][CH2:22][CH2:21][Cl:20])[C:6]=2[CH:12]=1. The yield is 0.720. (2) The product is [Br:13][C:14]1[CH:15]=[CH:16][C:17]2[S:21][C:20]([CH2:22][O:8][C:7]3[C:2]([F:1])=[C:3]([C:10]([NH2:12])=[O:11])[C:4]([F:9])=[CH:5][CH:6]=3)=[N:19][C:18]=2[CH:24]=1. The yield is 0.810. The reactants are [F:1][C:2]1[C:7]([OH:8])=[CH:6][CH:5]=[C:4]([F:9])[C:3]=1[C:10]([NH2:12])=[O:11].[Br:13][C:14]1[CH:15]=[CH:16][C:17]2[S:21][C:20]([CH2:22]Br)=[N:19][C:18]=2[CH:24]=1. No catalyst specified. (3) The reactants are Cl[C:2]1[N:7]2[N:8]=[CH:9][C:10]([C:11]([O:13][CH2:14][CH3:15])=[O:12])=[C:6]2[N:5]=[CH:4][C:3]=1[C:16]([N:18]1[CH2:23][CH2:22][C:21]2([C:27]3[CH:28]=[CH:29][CH:30]=[C:31]([F:32])[C:26]=3[O:25][CH2:24]2)[CH2:20][CH2:19]1)=[O:17].[CH2:33]([NH2:40])[C:34]1[CH:39]=[CH:38][CH:37]=[CH:36][CH:35]=1. No catalyst specified. The product is [CH2:33]([NH:40][C:2]1[N:7]2[N:8]=[CH:9][C:10]([C:11]([O:13][CH2:14][CH3:15])=[O:12])=[C:6]2[N:5]=[CH:4][C:3]=1[C:16]([N:18]1[CH2:23][CH2:22][C:21]2([C:27]3[CH:28]=[CH:29][CH:30]=[C:31]([F:32])[C:26]=3[O:25][CH2:24]2)[CH2:20][CH2:19]1)=[O:17])[C:34]1[CH:39]=[CH:38][CH:37]=[CH:36][CH:35]=1. The yield is 0.310. (4) The reactants are [I:1][C:2]1[CH:3]=[C:4]([CH:8]=[CH:9][CH:10]=1)[C:5]([OH:7])=O.CCN=C=NCCCN(C)C.C(N(CC)CC)C.[NH2:29][CH:30]([CH2:32][OH:33])[CH3:31]. The catalyst is ClCCl. The product is [OH:33][CH2:32][CH:30]([NH:29][C:5](=[O:7])[C:4]1[CH:8]=[CH:9][CH:10]=[C:2]([I:1])[CH:3]=1)[CH3:31]. The yield is 0.340. (5) The reactants are [Cl:1][C:2]1[CH:3]=[CH:4][C:5]([NH:8][C:9]([C:11]2[CH:16]=[CH:15][CH:14]=[CH:13][C:12]=2[NH:17][C:18]([C:20]2[CH:25]=[CH:24][C:23]([C:26]3[CH:31]=[CH:30][CH:29]=[CH:28][C:27]=3[C:32]#[N:33])=[CH:22][CH:21]=2)=[O:19])=[O:10])=[N:6][CH:7]=1.[BH4-].[Na+]. The catalyst is CN(C=O)C.[Co](Cl)Cl. The product is [NH2:33][CH2:32][C:27]1[CH:28]=[CH:29][CH:30]=[CH:31][C:26]=1[C:23]1[CH:22]=[CH:21][C:20]([C:18]([NH:17][C:12]2[CH:13]=[CH:14][CH:15]=[CH:16][C:11]=2[C:9](=[O:10])[NH:8][C:5]2[CH:4]=[CH:3][C:2]([Cl:1])=[CH:7][N:6]=2)=[O:19])=[CH:25][CH:24]=1. The yield is 0.430.